From a dataset of Catalyst prediction with 721,799 reactions and 888 catalyst types from USPTO. Predict which catalyst facilitates the given reaction. (1) Reactant: CN(C)C=O.[F:6][C:7]1[CH:14]=[C:13]([OH:15])[CH:12]=[CH:11][C:8]=1[CH:9]=[O:10].[H-].[Na+].Cl[CH2:19][C:20]1[CH:25]=[CH:24][C:23]([F:26])=[CH:22][N:21]=1. Product: [F:6][C:7]1[CH:14]=[C:13]([O:15][CH2:19][C:20]2[CH:25]=[CH:24][C:23]([F:26])=[CH:22][N:21]=2)[CH:12]=[CH:11][C:8]=1[CH:9]=[O:10]. The catalyst class is: 6. (2) Reactant: [N:1]([CH2:4][C:5]1[CH:6]=[CH:7][C:8]([Cl:18])=[C:9]([S:11]([NH:14][CH:15]2[CH2:17][CH2:16]2)(=[O:13])=[O:12])[CH:10]=1)=[N+]=[N-].C1(P(C2C=CC=CC=2)C2C=CC=CC=2)C=CC=CC=1.O. Product: [NH2:1][CH2:4][C:5]1[CH:6]=[CH:7][C:8]([Cl:18])=[C:9]([S:11]([NH:14][CH:15]2[CH2:17][CH2:16]2)(=[O:13])=[O:12])[CH:10]=1. The catalyst class is: 1. (3) Reactant: C(N1C=CN=C1)(N1C=CN=C1)=O.[Cl:13][C:14]1[CH:22]=[CH:21][C:17]([C:18]([OH:20])=O)=[CH:16][CH:15]=1.[CH:23]([O:26][C:27]([NH:29][CH:30]([CH2:33][C:34]1[CH:39]=[CH:38][CH:37]=[CH:36][CH:35]=1)[CH2:31][NH2:32])=[O:28])([CH3:25])[CH3:24]. Product: [Cl:13][C:14]1[CH:15]=[CH:16][C:17]([C:18]([NH:32][CH2:31][CH:30]([NH:29][C:27]([O:26][CH:23]([CH3:25])[CH3:24])=[O:28])[CH2:33][C:34]2[CH:39]=[CH:38][CH:37]=[CH:36][CH:35]=2)=[O:20])=[CH:21][CH:22]=1. The catalyst class is: 7. (4) Reactant: [CH3:1][O:2][C:3]([C@@:5]1([NH:10][C:11]([C@@H:13]2[CH2:17][C@@H:16]([O:18][C:19]3[CH:24]=[C:23]([C:25]4[CH:30]=[CH:29][CH:28]=[CH:27][N:26]=4)[N:22]=[C:21]4[CH:31]=[CH:32][S:33][C:20]=34)[CH2:15][N:14]2C(OC(C)(C)C)=O)=[O:12])[CH2:7][C@H:6]1[CH:8]=[CH2:9])=[O:4].Cl. Product: [N:26]1[CH:27]=[CH:28][CH:29]=[CH:30][C:25]=1[C:23]1[N:22]=[C:21]2[CH:31]=[CH:32][S:33][C:20]2=[C:19]([O:18][C@H:16]2[CH2:15][NH:14][C@H:13]([C:11]([NH:10][C@:5]3([C:3]([O:2][CH3:1])=[O:4])[CH2:7][C@H:6]3[CH:8]=[CH2:9])=[O:12])[CH2:17]2)[CH:24]=1. The catalyst class is: 12. (5) Reactant: CCN(C(C)C)C(C)C.[F:10][C:11]1[CH:12]=[CH:13][CH:14]=[C:15]2[C:20]=1[O:19][C:18](=[O:21])[C:17]([C:22]([OH:24])=O)=[CH:16]2.CN(C(ON1N=NC2C=CC=NC1=2)=[N+](C)C)C.F[P-](F)(F)(F)(F)F.[N:49]1[C:50]([C:58]2[CH:59]=[C:60]([NH2:64])[CH:61]=[CH:62][CH:63]=2)=[CH:51][N:52]2[CH:57]=[CH:56][CH:55]=[CH:54][C:53]=12. Product: [N:49]1[C:50]([C:58]2[CH:59]=[C:60]([NH:64][C:22]([C:17]3[C:18](=[O:21])[O:19][C:20]4[C:15]([CH:16]=3)=[CH:14][CH:13]=[CH:12][C:11]=4[F:10])=[O:24])[CH:61]=[CH:62][CH:63]=2)=[CH:51][N:52]2[CH:57]=[CH:56][CH:55]=[CH:54][C:53]=12. The catalyst class is: 3.